This data is from Catalyst prediction with 721,799 reactions and 888 catalyst types from USPTO. The task is: Predict which catalyst facilitates the given reaction. (1) Reactant: [CH:1]([C:4]1[O:8][N:7]=[C:6]([N:9]2[CH2:14][CH2:13][N:12](C(OC(C)(C)C)=O)[C@H:11]([CH3:22])[CH2:10]2)[N:5]=1)([CH3:3])[CH3:2].Cl.O1CCOCC1. Product: [CH:1]([C:4]1[O:8][N:7]=[C:6]([N:9]2[CH2:14][CH2:13][NH:12][C@H:11]([CH3:22])[CH2:10]2)[N:5]=1)([CH3:3])[CH3:2]. The catalyst class is: 4. (2) Reactant: Cl[C:2]1[CH:7]=[C:6]([NH:8][C:9]2[CH:19]=[CH:18][C:12]([C:13]([O:15][CH2:16][CH3:17])=[O:14])=[CH:11][CH:10]=2)[C:5]([C:20](=[O:28])[NH:21][C:22]2[CH:23]=[N:24][CH:25]=[CH:26][CH:27]=2)=[CH:4][N:3]=1.[CH2:29]([NH:31][C:32]([NH2:34])=[O:33])[CH3:30].CC(C)([O-])C.[Na+].CC(C1C=C(C(C)C)C(C2C=CC=CC=2P(C2CCCCC2)C2CCCCC2)=C(C(C)C)C=1)C. Product: [CH2:29]([NH:31][C:32](=[O:33])[NH:34][C:2]1[CH:7]=[C:6]([NH:8][C:9]2[CH:19]=[CH:18][C:12]([C:13]([O:15][CH2:16][CH3:17])=[O:14])=[CH:11][CH:10]=2)[C:5]([C:20](=[O:28])[NH:21][C:22]2[CH:23]=[N:24][CH:25]=[CH:26][CH:27]=2)=[CH:4][N:3]=1)[CH3:30]. The catalyst class is: 12.